Predict which catalyst facilitates the given reaction. From a dataset of Catalyst prediction with 721,799 reactions and 888 catalyst types from USPTO. (1) Reactant: [Mg].[CH2:2]([C:4]1[C:12]2[N:11]3[C@H:13]([CH3:18])[CH2:14][NH:15][C:16](=O)[C:10]3=[CH:9][C:8]=2[CH:7]=[CH:6][CH:5]=1)[CH3:3].[H][H].P([O-])([O-])([O-])=O.[K+].[K+].[K+]. Product: [CH2:2]([C:4]1[C:12]2[N:11]3[C@H:13]([CH3:18])[CH2:14][NH:15][CH2:16][C@@H:10]3[CH2:9][C:8]=2[CH:7]=[CH:6][CH:5]=1)[CH3:3]. The catalyst class is: 5. (2) Reactant: [Cl:1][C:2]1[CH:28]=[CH:27][C:5]([CH2:6][N:7]2[C:12](SCC)=[N:11][C:10](=[O:16])[N:9]([CH2:17][C:18]3[C:19](=[O:25])[N:20]([CH3:24])[CH:21]=[CH:22][CH:23]=3)[C:8]2=[O:26])=[CH:4][CH:3]=1.[F:29][C:30]1[CH:31]=[C:32]([CH:34]=[CH:35][C:36]=1[O:37][CH:38]([CH3:40])[CH3:39])[NH2:33].C(O)(=O)C. Product: [Cl:1][C:2]1[CH:28]=[CH:27][C:5]([CH2:6][N:7]2[C:12](=[N:33][C:32]3[CH:34]=[CH:35][C:36]([O:37][CH:38]([CH3:39])[CH3:40])=[C:30]([F:29])[CH:31]=3)[NH:11][C:10](=[O:16])[N:9]([CH2:17][C:18]3[C:19](=[O:25])[N:20]([CH3:24])[CH:21]=[CH:22][CH:23]=3)[C:8]2=[O:26])=[CH:4][CH:3]=1. The catalyst class is: 107. (3) Reactant: [H-].[Na+].[C:3]([N:10]1[CH2:15][CH2:14][C:13]([CH2:22][NH:23][S:24]([CH3:27])(=[O:26])=[O:25])([CH:16]2[CH2:21][CH2:20][CH2:19][CH2:18][CH2:17]2)[CH2:12][CH2:11]1)([O:5][C:6]([CH3:9])([CH3:8])[CH3:7])=[O:4].[CH3:28]I. Product: [CH3:28][N:23]([CH2:22][C:13]1([CH:16]2[CH2:17][CH2:18][CH2:19][CH2:20][CH2:21]2)[CH2:12][CH2:11][N:10]([C:3]([O:5][C:6]([CH3:9])([CH3:8])[CH3:7])=[O:4])[CH2:15][CH2:14]1)[S:24]([CH3:27])(=[O:26])=[O:25]. The catalyst class is: 42. (4) Reactant: [Si]([O:8][C:9]1[CH:18]=[C:17]2[C:12]([N:13]=[CH:14][C:15]([C:19]3[CH:24]=[CH:23][C:22]([N+:25]([O-:27])=[O:26])=[CH:21][CH:20]=3)=[N:16]2)=[CH:11][CH:10]=1)(C(C)(C)C)(C)C.[F-].C([N+](CCCC)(CCCC)CCCC)CCC. Product: [N+:25]([C:22]1[CH:21]=[CH:20][C:19]([C:15]2[CH:14]=[N:13][C:12]3[C:17]([N:16]=2)=[CH:18][C:9]([OH:8])=[CH:10][CH:11]=3)=[CH:24][CH:23]=1)([O-:27])=[O:26]. The catalyst class is: 7. (5) Reactant: [CH3:1][O:2][C:3]1[N:8]=[CH:7][C:6]([C:9]2[CH:17]=[CH:16][C:12]([C:13]([OH:15])=O)=[CH:11][CH:10]=2)=[CH:5][CH:4]=1.C(N(C(C)C)CC)(C)C.CN(C(ON1N=NC2C=CC=CC1=2)=[N+](C)C)C.[B-](F)(F)(F)F.[NH:49]1[CH2:53][CH2:52][CH2:51][CH:50]1[CH2:54][CH2:55][C:56]1[CH:57]=[C:58]([CH:61]=[CH:62][CH:63]=1)[C:59]#[N:60]. Product: [CH3:1][O:2][C:3]1[N:8]=[CH:7][C:6]([C:9]2[CH:10]=[CH:11][C:12]([C:13]([N:49]3[CH2:53][CH2:52][CH2:51][CH:50]3[CH2:54][CH2:55][C:56]3[CH:57]=[C:58]([CH:61]=[CH:62][CH:63]=3)[C:59]#[N:60])=[O:15])=[CH:16][CH:17]=2)=[CH:5][CH:4]=1. The catalyst class is: 329.